This data is from NCI-60 drug combinations with 297,098 pairs across 59 cell lines. The task is: Regression. Given two drug SMILES strings and cell line genomic features, predict the synergy score measuring deviation from expected non-interaction effect. (1) Drug 1: C1=C(C(=O)NC(=O)N1)F. Drug 2: CNC(=O)C1=NC=CC(=C1)OC2=CC=C(C=C2)NC(=O)NC3=CC(=C(C=C3)Cl)C(F)(F)F. Cell line: MALME-3M. Synergy scores: CSS=50.0, Synergy_ZIP=1.95, Synergy_Bliss=4.21, Synergy_Loewe=5.40, Synergy_HSA=6.01. (2) Drug 1: CC(C)(C#N)C1=CC(=CC(=C1)CN2C=NC=N2)C(C)(C)C#N. Drug 2: CC1=C2C(C(=O)C3(C(CC4C(C3C(C(C2(C)C)(CC1OC(=O)C(C(C5=CC=CC=C5)NC(=O)OC(C)(C)C)O)O)OC(=O)C6=CC=CC=C6)(CO4)OC(=O)C)O)C)O. Cell line: SF-539. Synergy scores: CSS=6.03, Synergy_ZIP=0.985, Synergy_Bliss=3.90, Synergy_Loewe=-1.18, Synergy_HSA=2.31. (3) Synergy scores: CSS=2.04, Synergy_ZIP=-0.951, Synergy_Bliss=-1.03, Synergy_Loewe=-0.485, Synergy_HSA=-0.520. Drug 2: B(C(CC(C)C)NC(=O)C(CC1=CC=CC=C1)NC(=O)C2=NC=CN=C2)(O)O. Drug 1: CNC(=O)C1=CC=CC=C1SC2=CC3=C(C=C2)C(=NN3)C=CC4=CC=CC=N4. Cell line: SNB-75. (4) Drug 1: C1=CN(C=N1)CC(O)(P(=O)(O)O)P(=O)(O)O. Drug 2: CC(C)(C#N)C1=CC(=CC(=C1)CN2C=NC=N2)C(C)(C)C#N. Cell line: EKVX. Synergy scores: CSS=3.41, Synergy_ZIP=-0.856, Synergy_Bliss=-1.05, Synergy_Loewe=-1.29, Synergy_HSA=-0.943.